From a dataset of Reaction yield outcomes from USPTO patents with 853,638 reactions. Predict the reaction yield, written as a fraction of the theoretical maximum amount of product (1.0 means a 100% yield; for example, 0.34 means a 34% yield). (1) The reactants are [CH2:1]([O:3][C:4]1[CH:5]=[C:6]([NH:11][C:12]2[CH:13]=[N:14][CH:15]=[CH:16][CH:17]=2)[C:7]([NH2:10])=[CH:8][CH:9]=1)[CH3:2].[N:18]([C:21]1[S:22][C:23]([C:26]([F:29])([F:28])[F:27])=[N:24][N:25]=1)=[C:19]=[O:20]. The catalyst is CN(C1C=CN=CC=1)C.C1COCC1.CN(C=O)C. The product is [CH2:1]([O:3][C:4]1[CH:9]=[CH:8][C:7]([NH:10][C:19]([NH:18][C:21]2[S:22][C:23]([C:26]([F:28])([F:27])[F:29])=[N:24][N:25]=2)=[O:20])=[C:6]([NH:11][C:12]2[CH:13]=[N:14][CH:15]=[CH:16][CH:17]=2)[CH:5]=1)[CH3:2]. The yield is 0.770. (2) No catalyst specified. The product is [CH3:1][S:2]([C:4]1[CH:9]=[CH:8][C:7]([C:14]2[CH:15]=[CH:16][C:17]([O:20][CH2:21][CH:22]3[CH2:23][CH2:24][N:25]([C:28]([O:30][CH:31]([CH3:33])[CH3:32])=[O:29])[CH2:26][CH2:27]3)=[CH:18][CH:19]=2)=[CH:6][CH:5]=1)=[O:3]. The yield is 0.160. The reactants are [CH3:1][S:2]([C:4]1[CH:9]=[CH:8][C:7](B(O)O)=[CH:6][CH:5]=1)=[O:3].Br[C:14]1[CH:19]=[CH:18][C:17]([O:20][CH2:21][CH:22]2[CH2:27][CH2:26][N:25]([C:28]([O:30][CH:31]([CH3:33])[CH3:32])=[O:29])[CH2:24][CH2:23]2)=[CH:16][CH:15]=1. (3) The reactants are I[C:2]1[CH:3]=[C:4]([CH:7]=[C:8]([CH3:12])[C:9]=1[O:10][CH3:11])[CH:5]=[O:6].[C:13]1(B(O)O)[CH:18]=[CH:17]C=[CH:15][CH:14]=1.O.O.O.O.O.O.O.O.[OH-].[Ba+2].[OH-].[CH3:33]OCCOC. The catalyst is C([O-])(=O)C.[Pd+2].C([O-])(=O)C. The product is [CH3:11][O:10][C:9]1[C:8]([C:12]2[CH:17]=[CH:18][CH:13]=[CH:14][CH:15]=2)=[CH:7][C:4]([CH:5]=[O:6])=[CH:3][C:2]=1[CH3:33]. The yield is 0.840. (4) The product is [C:35]([C:33]1[O:32][N:31]=[C:30]([NH:29][C:27]([NH:26][C:22]2[CH:23]=[CH:24][CH:25]=[C:20]([O:19][C:13]3[C:12]4[C:17](=[CH:18][C:9]([OH:8])=[CH:10][CH:11]=4)[N:16]=[CH:15][N:14]=3)[CH:21]=2)=[O:28])[CH:34]=1)([CH3:38])([CH3:36])[CH3:37]. The yield is 0.600. The reactants are C([O:8][C:9]1[CH:18]=[C:17]2[C:12]([C:13]([O:19][C:20]3[CH:21]=[C:22]([NH:26][C:27]([NH:29][C:30]4[CH:34]=[C:33]([C:35]([CH3:38])([CH3:37])[CH3:36])[O:32][N:31]=4)=[O:28])[CH:23]=[CH:24][CH:25]=3)=[N:14][CH:15]=[N:16]2)=[CH:11][CH:10]=1)C1C=CC=CC=1.FC(F)(F)C(O)=O. No catalyst specified. (5) The reactants are [C:1]1([C:7]2[NH:8][C:9]3[C:14]([CH:15]=2)=[CH:13][CH:12]=[C:11]([NH2:16])[CH:10]=3)[CH:6]=[CH:5][CH:4]=[CH:3][CH:2]=1.[C:17](Cl)(=[O:21])[CH:18]([CH3:20])[CH3:19].O. The catalyst is N1C=CC=CC=1. The product is [C:1]1([C:7]2[NH:8][C:9]3[C:14]([CH:15]=2)=[CH:13][CH:12]=[C:11]([NH:16][C:17](=[O:21])[CH:18]([CH3:20])[CH3:19])[CH:10]=3)[CH:2]=[CH:3][CH:4]=[CH:5][CH:6]=1. The yield is 0.210.